From a dataset of Forward reaction prediction with 1.9M reactions from USPTO patents (1976-2016). Predict the product of the given reaction. Given the reactants C([N:3]([CH2:6]C)CC)C.C1(P(N=[N+]=[N-])(C2C=CC=CC=2)=[O:15])C=CC=CC=1.[Cl:25][C:26]1[C:34]([F:35])=[CH:33][C:29](C(O)=O)=[C:28]([NH:36][CH:37]2[CH2:42][CH2:41][O:40][CH2:39][CH2:38]2)[N:27]=1, predict the reaction product. The product is: [Cl:25][C:26]1[N:27]=[C:28]2[N:36]([CH:37]3[CH2:38][CH2:39][O:40][CH2:41][CH2:42]3)[C:6](=[O:15])[NH:3][C:29]2=[CH:33][C:34]=1[F:35].